From a dataset of Forward reaction prediction with 1.9M reactions from USPTO patents (1976-2016). Predict the product of the given reaction. (1) Given the reactants [F:1][C:2]1[CH:3]=[C:4]2[C:8](=[CH:9][C:10]=1[N+:11]([O-:13])=[O:12])[NH:7][C:6]([CH:14]([CH3:16])[CH3:15])=[C:5]2[C:17]([O:19][CH2:20][CH3:21])=[O:18].[CH2:22](Br)[C:23]1[CH:28]=[CH:27][CH:26]=[CH:25][CH:24]=1, predict the reaction product. The product is: [CH2:22]([N:7]1[C:8]2[C:4](=[CH:3][C:2]([F:1])=[C:10]([N+:11]([O-:13])=[O:12])[CH:9]=2)[C:5]([C:17]([O:19][CH2:20][CH3:21])=[O:18])=[C:6]1[CH:14]([CH3:16])[CH3:15])[C:23]1[CH:28]=[CH:27][CH:26]=[CH:25][CH:24]=1. (2) Given the reactants [OH-].[Na+].[CH2:3]([OH:9])[CH2:4][CH2:5][CH2:6][CH:7]=[CH2:8].Br[CH2:11][C:12]([O:14][C:15]([CH3:18])([CH3:17])[CH3:16])=[O:13], predict the reaction product. The product is: [CH2:3]([O:9][CH2:11][C:12]([O:14][C:15]([CH3:18])([CH3:17])[CH3:16])=[O:13])[CH2:4][CH2:5][CH2:6][CH:7]=[CH2:8]. (3) Given the reactants Cl[CH2:2][CH:3]([NH:8][C:9]([C:11]1[C:19]2[N:18]([CH2:20][C:21]3[CH:26]=[CH:25][C:24]([C:27]4[CH:32]=[CH:31][CH:30]=[CH:29][C:28]=4[C:33]4[NH:37][N:36]=[N:35][N:34]=4)=[CH:23][CH:22]=3)[C:17]([O:38][CH2:39][CH3:40])=[N:16][C:15]=2[CH:14]=[CH:13][CH:12]=1)=[O:10])[CH2:4][CH:5]([CH3:7])[CH3:6].[C:41]([O-:44])(=[S:43])[CH3:42], predict the reaction product. The product is: [CH2:39]([O:38][C:17]1[N:18]([CH2:20][C:21]2[CH:26]=[CH:25][C:24]([C:27]3[CH:32]=[CH:31][CH:30]=[CH:29][C:28]=3[C:33]3[NH:37][N:36]=[N:35][N:34]=3)=[CH:23][CH:22]=2)[C:19]2[C:11]([C:9]([NH:8][CH:3]([CH2:4][CH:5]([CH3:7])[CH3:6])[CH2:2][S:43][C:41](=[O:44])[CH3:42])=[O:10])=[CH:12][CH:13]=[CH:14][C:15]=2[N:16]=1)[CH3:40]. (4) Given the reactants Br[CH2:2][CH2:3][CH2:4][O:5][C:6]1[CH:11]=[CH:10][CH:9]=[C:8]([CH3:12])[CH:7]=1.[OH:13][C:14]1[CH:19]=[CH:18][C:17]([CH:20]([C:26]#[C:27][CH3:28])[CH2:21][C:22]([O:24]C)=[O:23])=[CH:16][CH:15]=1, predict the reaction product. The product is: [C:8]1([CH3:12])[CH:9]=[CH:10][CH:11]=[C:6]([O:5][CH2:4][CH2:3][CH2:2][O:13][C:14]2[CH:15]=[CH:16][C:17]([CH:20]([C:26]#[C:27][CH3:28])[CH2:21][C:22]([OH:24])=[O:23])=[CH:18][CH:19]=2)[CH:7]=1. (5) The product is: [Si:1]([O:18][C@@H:19]1[CH2:24][CH2:23][CH2:22][C@H:21]([CH2:25][CH2:26][C:39]([CH3:40])([CH3:41])[C:50]([O:49][C:45]([CH3:48])([CH3:47])[CH3:46])=[O:51])[CH2:20]1)([C:14]([CH3:17])([CH3:15])[CH3:16])([C:8]1[CH:13]=[CH:12][CH:11]=[CH:10][CH:9]=1)[C:2]1[CH:3]=[CH:4][CH:5]=[CH:6][CH:7]=1. Given the reactants [Si:1]([O:18][C@@H:19]1[CH2:24][CH2:23][CH2:22][C@H:21]([CH2:25][CH2:26]CC(OC(C)(C)C)=O)[CH2:20]1)([C:14]([CH3:17])([CH3:16])[CH3:15])([C:8]1[CH:13]=[CH:12][CH:11]=[CH:10][CH:9]=1)[C:2]1[CH:7]=[CH:6][CH:5]=[CH:4][CH:3]=1.C([N-][CH:39]([CH3:41])[CH3:40])(C)C.[Li+].CI.[C:45]([O:49][CH3:50])([CH3:48])([CH3:47])[CH3:46].[O:51]1CCCC1, predict the reaction product. (6) The product is: [Cl:53][C:47]1[CH:48]=[C:49]([Cl:52])[CH:50]=[CH:51][C:46]=1[CH2:45][O:43][C:40]1[CH:41]=[CH:42][C:37]([CH2:36][S:15][C:12]2[CH:13]=[CH:14][C:6]([O:5][CH2:4][C:3]([OH:2])=[O:16])=[C:7]3[C:11]=2[CH2:10][CH2:9][CH2:8]3)=[CH:38][CH:39]=1. Given the reactants C[O:2][C:3](=[O:16])[CH2:4][O:5][C:6]1[CH:14]=[CH:13][C:12]([SH:15])=[C:11]2[C:7]=1[CH2:8][CH2:9][CH2:10]2.ClCC1(Cl)C=CC(OCC2C=CC=CC=2)=C(Cl)C1.O[CH2:36][C:37]1[CH:42]=[CH:41][C:40]([OH:43])=[CH:39][CH:38]=1.Cl[CH2:45][C:46]1[CH:51]=[CH:50][C:49]([Cl:52])=[CH:48][C:47]=1[Cl:53].ClCC1(C(F)(F)F)C=CC(OCC2C=CC=CC=2)=CC1, predict the reaction product. (7) Given the reactants [C:1]([CH2:4][CH2:5][C@H:6]([C:15]1[C:19]([CH:20]2[CH2:22][CH2:21]2)=[C:18]([CH:23]2[CH2:26][CH:25]([CH2:27][CH:28]([CH3:30])[CH3:29])[CH2:24]2)[O:17][N:16]=1)[CH2:7][C:8]([O:10][C:11]([CH3:14])([CH3:13])[CH3:12])=[O:9])(=O)[NH2:2].C1COCC1.CC[N+](S(N=C(OC)[O-])(=O)=O)(CC)CC, predict the reaction product. The product is: [C:1]([CH2:4][CH2:5][C@H:6]([C:15]1[C:19]([CH:20]2[CH2:21][CH2:22]2)=[C:18]([CH:23]2[CH2:24][CH:25]([CH2:27][CH:28]([CH3:30])[CH3:29])[CH2:26]2)[O:17][N:16]=1)[CH2:7][C:8]([O:10][C:11]([CH3:14])([CH3:13])[CH3:12])=[O:9])#[N:2].